Dataset: Full USPTO retrosynthesis dataset with 1.9M reactions from patents (1976-2016). Task: Predict the reactants needed to synthesize the given product. (1) Given the product [C:1]1([O:7][C:8]([N:10]2[CH2:14][CH2:13][C@H:12]([OH:17])[CH2:11]2)=[O:9])[CH:2]=[CH:3][CH:4]=[CH:5][CH:6]=1, predict the reactants needed to synthesize it. The reactants are: [C:1]1([O:7][C:8]([N:10]2[CH2:14][CH2:13][CH2:12][CH2:11]2)=[O:9])[CH:6]=[CH:5][CH:4]=[CH:3][CH:2]=1.C([OH:17])C. (2) Given the product [Br:10][C:8]1[N:7]([CH:11]([CH3:13])[CH3:12])[C:6]([CH:14]([NH:27][C:26]2[CH:28]=[CH:29][CH:30]=[C:24]([Cl:23])[C:25]=2[F:31])[C:16]2[CH:21]=[CH:20][C:19]([Cl:22])=[CH:18][N:17]=2)=[C:5]([C:3]([O:2][CH3:1])=[O:4])[CH:9]=1, predict the reactants needed to synthesize it. The reactants are: [CH3:1][O:2][C:3]([C:5]1[CH:9]=[C:8]([Br:10])[N:7]([CH:11]([CH3:13])[CH3:12])[C:6]=1[CH:14]([C:16]1[CH:21]=[CH:20][C:19]([Cl:22])=[CH:18][N:17]=1)O)=[O:4].[Cl:23][C:24]1[C:25]([F:31])=[C:26]([CH:28]=[CH:29][CH:30]=1)[NH2:27].C(OC(C1C=CN(C(C)C)C=1C(C1C=CC(Cl)=CC=1)O)=O)C.NC1C(=O)N(C)C=C(Cl)C=1.